This data is from Experimentally validated miRNA-target interactions with 360,000+ pairs, plus equal number of negative samples. The task is: Binary Classification. Given a miRNA mature sequence and a target amino acid sequence, predict their likelihood of interaction. (1) The miRNA is hsa-miR-630 with sequence AGUAUUCUGUACCAGGGAAGGU. The protein sequence of the target gene is MSDVAETVVAQEPEVVEPVEEKPTETGSDDVVVIDEKTSEQNGEKTEETQAEATEEKNETEAEEADKDKAVENGEAKDTNGNDRKRVSSAHEEAPVADAEEDAPLTKKSKVEDEVDVAASGDAPAVAAE. Result: 0 (no interaction). (2) The miRNA is hsa-miR-4728-5p with sequence UGGGAGGGGAGAGGCAGCAAGCA. The protein sequence of the target gene is MEPAPDAQEARTVREALGRYEAALEGAVRALHEDMRGLQRGVERRVAEAMRLAGPLARTVADLQRDNQRLQAQLERLTRQVEALGLASGMSPVPGTPGTPSPPPAPGVPDRAPRLGSARFASHATFSLSGRGQSLDHDEASESEMRKTSNSCIMENGHQPGAGPGDGPPEIAQNFSAPDPPRPRPVSLSLRLPHQPVTAITRVSDRFSGETSAAALSPMSAATLGGLNPSPSEVITPWTPSPSEKNSSFTWSVPSSGYGAVTASKHSNSPPLVTPPQSPVSPQPPAITQVHRQGERRREL.... Result: 1 (interaction). (3) The miRNA is mmu-miR-466k with sequence UGUGUGUGUACAUGUACAUGUGA. The protein sequence of the target gene is MTPRRSRVKRRNLRKPKMRFLLVNRFTLLLLLLVSPTPVLQAPTNLTDSGLDQEPFLYLVGRKKLLDAQYKCYDRIHQLPSYEGEGLYCNRTWDGWMCWDDTPAGATAYQHCPDYFPDFDTAEKVSKYCDENGEWFRHPDSNRTWSNYTLCNAFTSEKLQNAYVLYYLALVGHSLSIAALVASMLIFWIFKNLSCQRVTLHKHMFLTYILNSIIIIIHLVEVVPNGDLVRRDPMHIFHHNTHMWTMQWELSPPLPLSAHEGKMDPHASEVISCKVLHFLHQYMMSCNYFWMLCEGIYLHT.... Result: 1 (interaction).